Dataset: TCR-epitope binding with 47,182 pairs between 192 epitopes and 23,139 TCRs. Task: Binary Classification. Given a T-cell receptor sequence (or CDR3 region) and an epitope sequence, predict whether binding occurs between them. (1) The epitope is KTSVDCTMYI. The TCR CDR3 sequence is CASSLARGAYNEQFF. Result: 1 (the TCR binds to the epitope). (2) The epitope is IVTDFSVIK. The TCR CDR3 sequence is CASRSGQDYGYTF. Result: 1 (the TCR binds to the epitope). (3) The epitope is LEPLVDLPI. The TCR CDR3 sequence is CASSYLVSSYNEQFF. Result: 1 (the TCR binds to the epitope). (4) The epitope is MPASWVMRI. The TCR CDR3 sequence is CASSSPIGTSGNNEQFF. Result: 1 (the TCR binds to the epitope). (5) The epitope is NLVPMVATV. The TCR CDR3 sequence is CASSFYNEQFF. Result: 1 (the TCR binds to the epitope). (6) The epitope is PKYVKQNTLKLAT. The TCR CDR3 sequence is CASSLSNQPQHF. Result: 1 (the TCR binds to the epitope). (7) The epitope is YLNTLTLAV. The TCR CDR3 sequence is CASSQYAGQPYEQYF. Result: 0 (the TCR does not bind to the epitope).